From a dataset of TCR-epitope binding with 47,182 pairs between 192 epitopes and 23,139 TCRs. Binary Classification. Given a T-cell receptor sequence (or CDR3 region) and an epitope sequence, predict whether binding occurs between them. Result: 1 (the TCR binds to the epitope). The TCR CDR3 sequence is CASSPPVSGANVLTF. The epitope is MPASWVMRI.